This data is from Reaction yield outcomes from USPTO patents with 853,638 reactions. The task is: Predict the reaction yield, written as a fraction of the theoretical maximum amount of product (1.0 means a 100% yield; for example, 0.34 means a 34% yield). (1) The reactants are C[O:2][C:3]([CH:5]1[CH2:9][CH:8]([O:10][C:11]2[C:12]3[S:25][CH:24]=[CH:23][C:13]=3[N:14]=[C:15]([C:17]3[N:18]([CH3:22])[N:19]=[CH:20][CH:21]=3)[N:16]=2)[CH2:7][N:6]1[C:26](=[O:43])[CH:27]([NH:35][C:36]([O:38][C:39]([CH3:42])([CH3:41])[CH3:40])=[O:37])[CH2:28][CH2:29][CH2:30][CH2:31][CH2:32][CH:33]=[CH2:34])=[O:4].C[Si](C)(C)[O-].[K+:49]. The catalyst is CCOCC. The product is [K+:49].[C:39]([O:38][C:36]([NH:35][CH:27]([CH2:28][CH2:29][CH2:30][CH2:31][CH2:32][CH:33]=[CH2:34])[C:26]([N:6]1[CH2:7][CH:8]([O:10][C:11]2[C:12]3[S:25][CH:24]=[CH:23][C:13]=3[N:14]=[C:15]([C:17]3[N:18]([CH3:22])[N:19]=[CH:20][CH:21]=3)[N:16]=2)[CH2:9][CH:5]1[C:3]([O-:4])=[O:2])=[O:43])=[O:37])([CH3:42])([CH3:41])[CH3:40]. The yield is 0.920. (2) The reactants are C[O:2][C:3]1[CH:17]=[C:16]([CH3:18])[CH:15]=[CH:14][C:4]=1[O:5][C:6]1[CH:13]=[CH:12][C:9]([C:10]#[N:11])=[CH:8][CH:7]=1.B(Br)(Br)Br. The catalyst is C(Cl)Cl. The product is [OH:2][C:3]1[CH:17]=[C:16]([CH3:18])[CH:15]=[CH:14][C:4]=1[O:5][C:6]1[CH:13]=[CH:12][C:9]([C:10]#[N:11])=[CH:8][CH:7]=1. The yield is 0.820. (3) The reactants are [CH:1]([N:5]1[C:13]2[CH:12]=[C:11](Cl)[N:10]=[CH:9][C:8]=2[C:7]([N:15]2[CH2:19][CH2:18][NH:17][C:16]2=[O:20])=[N:6]1)([CH2:3][CH3:4])[CH3:2].[NH2:21][C:22]1[CH:27]=[CH:26][N:25]=[C:24]([N:28]2[CH2:33][C@H:32]([F:34])[C@H:31]([OH:35])[C:30]([CH3:37])([CH3:36])[CH2:29]2)[N:23]=1.C1(P(C2CCCCC2)C2C(OC)=CC=C(OC)C=2C2C(C(C)C)=CC(C(C)C)=CC=2C(C)C)CCCCC1.C(=O)([O-])[O-].[Cs+].[Cs+]. The catalyst is O1CCOCC1. The product is [CH:1]([N:5]1[C:13]2[CH:12]=[C:11]([NH:21][C:22]3[CH:27]=[CH:26][N:25]=[C:24]([N:28]4[CH2:33][C@H:32]([F:34])[C@H:31]([OH:35])[C:30]([CH3:37])([CH3:36])[CH2:29]4)[N:23]=3)[N:10]=[CH:9][C:8]=2[C:7]([N:15]2[CH2:19][CH2:18][NH:17][C:16]2=[O:20])=[N:6]1)([CH2:3][CH3:4])[CH3:2]. The yield is 0.210. (4) The reactants are ClC1C=CC(C(OO)=[O:9])=CC=1.[CH3:12][S:13][C:14]1[CH:15]=[CH:16][C:17]2[N:18]([C:20]([CH2:27][N:28]3[CH2:32][CH:31]([CH2:33][CH2:34][CH3:35])[CH2:30][C:29]3=[O:36])=[C:21]([C:23]([F:26])([F:25])[F:24])[N:22]=2)[N:19]=1. The catalyst is C(Cl)(Cl)Cl. The product is [CH3:12][S:13]([C:14]1[CH:15]=[CH:16][C:17]2[N:18]([C:20]([CH2:27][N:28]3[CH2:32][CH:31]([CH2:33][CH2:34][CH3:35])[CH2:30][C:29]3=[O:36])=[C:21]([C:23]([F:25])([F:24])[F:26])[N:22]=2)[N:19]=1)=[O:9]. The yield is 0.380. (5) The reactants are [N+:1]([C:4]1[CH:9]=[CH:8][C:7](B(O)O)=[CH:6][CH:5]=1)([O-:3])=[O:2].[S:13]1[CH2:18][CH:17]=[C:16](OS(C(F)(F)F)(=O)=O)[CH2:15][CH2:14]1.[Cl-].[Li+].C([O-])([O-])=O.[Na+].[Na+]. The catalyst is O1CCOCC1.C1C=CC([P]([Pd]([P](C2C=CC=CC=2)(C2C=CC=CC=2)C2C=CC=CC=2)([P](C2C=CC=CC=2)(C2C=CC=CC=2)C2C=CC=CC=2)[P](C2C=CC=CC=2)(C2C=CC=CC=2)C2C=CC=CC=2)(C2C=CC=CC=2)C2C=CC=CC=2)=CC=1.CCOC(C)=O. The product is [N+:1]([C:4]1[CH:9]=[CH:8][C:7]([C:16]2[CH2:17][CH2:18][S:13][CH2:14][CH:15]=2)=[CH:6][CH:5]=1)([O-:3])=[O:2]. The yield is 0.850. (6) The reactants are [Cl:1][C:2]1[CH:3]=[C:4]([CH2:8][CH2:9][NH2:10])[CH:5]=[CH:6][CH:7]=1.[CH:11](=O)[C:12]1[CH:17]=[CH:16][CH:15]=[CH:14][CH:13]=1. The catalyst is CCO. The product is [CH:11](=[N:10][CH2:9][CH2:8][C:4]1[CH:5]=[CH:6][CH:7]=[C:2]([Cl:1])[CH:3]=1)[C:12]1[CH:17]=[CH:16][CH:15]=[CH:14][CH:13]=1. The yield is 1.00.